Dataset: Full USPTO retrosynthesis dataset with 1.9M reactions from patents (1976-2016). Task: Predict the reactants needed to synthesize the given product. (1) The reactants are: [CH2:1]([O:8][C:9]1[CH:10]=[CH:11][C:12](SCC(C)C)=[C:13]2[C:18]=1[N:17]=[CH:16][CH:15]=[CH:14]2)[C:2]1[CH:7]=[CH:6][CH:5]=[CH:4][CH:3]=1.C1C=C(Cl)[CH:27]=[C:26]([C:31](OO)=O)[CH:25]=1.[S:35](=[O:38])(O)[O-:36].[Na+]. Given the product [CH2:1]([O:8][C:9]1[CH:10]=[CH:11][C:12]([S:35]([CH2:25][CH:26]([CH3:31])[CH3:27])(=[O:38])=[O:36])=[C:13]2[C:18]=1[N:17]=[CH:16][CH:15]=[CH:14]2)[C:2]1[CH:7]=[CH:6][CH:5]=[CH:4][CH:3]=1, predict the reactants needed to synthesize it. (2) Given the product [OH:1][C:2]1[C:7]2[C@@:8]3([OH:45])[C@@:21]([O:25][CH3:26])([C@H:22]([OH:24])[CH2:23][C:6]=2[CH:5]=[C:4]([CH3:46])[C:3]=1[C:47]([O:49][CH3:50])=[O:48])[C:20](=[O:27])[C:19]1[C:10](=[CH:11][C:12]2[C:13](=[O:43])[C:14]([NH:30][C@@H:31]4[C@H:36]([O:37][CH3:38])[C@H:35]([OH:39])[C@@H:34]([O:40][CH3:41])[C@H:33]([CH3:42])[O:32]4)=[CH:15]/[C:16](=[N:56]\[CH2:55][CH2:54][CH2:53][O:52][CH3:51])/[C:17]=2[C:18]=1[OH:28])[C:9]3=[O:44], predict the reactants needed to synthesize it. The reactants are: [OH:1][C:2]1[C:7]2[C@@:8]3([OH:45])[C@@:21]([O:25][CH3:26])([C@H:22]([OH:24])[CH2:23][C:6]=2[CH:5]=[C:4]([CH3:46])[C:3]=1[C:47]([O:49][CH3:50])=[O:48])[C:20](=[O:27])[C:19]1[C:10](=[CH:11][C:12]2[C:13](=[O:43])[C:14]([NH:30][C@@H:31]4[C@H:36]([O:37][CH3:38])[C@H:35]([OH:39])[C@@H:34]([O:40][CH3:41])[C@H:33]([CH3:42])[O:32]4)=[CH:15][C:16](=O)[C:17]=2[C:18]=1[OH:28])[C:9]3=[O:44].[CH3:51][O:52][CH2:53][CH2:54][CH2:55][NH2:56].